This data is from Catalyst prediction with 721,799 reactions and 888 catalyst types from USPTO. The task is: Predict which catalyst facilitates the given reaction. Reactant: [OH-].[Na+].C[O:4][C:5](=[O:43])[CH2:6][C@H:7]1[CH2:12][CH2:11][C@H:10]([C:13]2[CH:18]=[CH:17][C:16]([NH:19][C:20](=[O:42])[CH2:21][CH2:22][NH:23][C:24]([C:26]3[N:27]=[C:28]([C:35]4[CH:40]=[CH:39][CH:38]=[CH:37][C:36]=4[F:41])[O:29][C:30]=3[C:31]([F:34])([F:33])[F:32])=[O:25])=[CH:15][CH:14]=2)[CH2:9][CH2:8]1. Product: [F:41][C:36]1[CH:37]=[CH:38][CH:39]=[CH:40][C:35]=1[C:28]1[O:29][C:30]([C:31]([F:34])([F:32])[F:33])=[C:26]([C:24]([NH:23][CH2:22][CH2:21][C:20]([NH:19][C:16]2[CH:15]=[CH:14][C:13]([C@H:10]3[CH2:9][CH2:8][C@H:7]([CH2:6][C:5]([OH:43])=[O:4])[CH2:12][CH2:11]3)=[CH:18][CH:17]=2)=[O:42])=[O:25])[N:27]=1. The catalyst class is: 87.